This data is from Peptide-MHC class II binding affinity with 134,281 pairs from IEDB. The task is: Regression. Given a peptide amino acid sequence and an MHC pseudo amino acid sequence, predict their binding affinity value. This is MHC class II binding data. (1) The peptide sequence is VAMTKGEGGVWT. The MHC is DRB1_1101 with pseudo-sequence DRB1_1101. The binding affinity (normalized) is 0.220. (2) The binding affinity (normalized) is 0.0200. The MHC is HLA-DQA10301-DQB10302 with pseudo-sequence HLA-DQA10301-DQB10302. The peptide sequence is PRTKYTATISGLKPG. (3) The peptide sequence is YDKFLAGVSTVLTGK. The binding affinity (normalized) is 0.530. The MHC is DRB1_1302 with pseudo-sequence DRB1_1302. (4) The peptide sequence is EKKYFAATQFEPWAA. The MHC is DRB1_0701 with pseudo-sequence DRB1_0701. The binding affinity (normalized) is 0.651. (5) The peptide sequence is APATAGTTVYGAFAA. The MHC is HLA-DQA10102-DQB10602 with pseudo-sequence HLA-DQA10102-DQB10602. The binding affinity (normalized) is 0.889. (6) The peptide sequence is KFIPALEAAVKQAYA. The MHC is DRB1_1201 with pseudo-sequence DRB1_1201. The binding affinity (normalized) is 0.514. (7) The peptide sequence is TDISEMGANFKADRV. The MHC is DRB1_0101 with pseudo-sequence DRB1_0101. The binding affinity (normalized) is 0.173. (8) The peptide sequence is AYGIPKVPPGPNITA. The MHC is DRB1_1501 with pseudo-sequence DRB1_1501. The binding affinity (normalized) is 0.0358.